From a dataset of Forward reaction prediction with 1.9M reactions from USPTO patents (1976-2016). Predict the product of the given reaction. (1) Given the reactants [Si](O[C@H](CO[Si](C(C)(C)C)(C)C)C[N:11]1[C:19]2[C:14](=[CH:15][C:16]([CH2:20]Br)=[CH:17][CH:18]=2)[CH:13]=[C:12]1[C:22]#[N:23])(C(C)(C)C)(C)C.[NH:33]1[CH2:38][CH2:37][CH:36]([NH:39][C:40]2[C:41]3[CH:48]=[C:47]([CH2:49][C:50]([F:53])([F:52])[F:51])[S:46][C:42]=3[N:43]=[CH:44][N:45]=2)[CH2:35][CH2:34]1.CCN(C(C)C)C(C)C, predict the reaction product. The product is: [F:52][C:50]([F:51])([F:53])[CH2:49][C:47]1[S:46][C:42]2[N:43]=[CH:44][N:45]=[C:40]([NH:39][CH:36]3[CH2:35][CH2:34][N:33]([CH2:20][C:16]4[CH:15]=[C:14]5[C:19](=[CH:18][CH:17]=4)[NH:11][C:12]([C:22]#[N:23])=[CH:13]5)[CH2:38][CH2:37]3)[C:41]=2[CH:48]=1. (2) Given the reactants [CH3:1][C:2]([CH3:32])([CH3:31])[CH2:3][CH2:4][NH:5][C:6]([C:8]1[CH:13]=[CH:12][C:11]([O:14][C:15]([N:17]2[CH2:22][CH2:21][CH:20]([O:23][Si](C(C)(C)C)(C)C)[CH2:19][CH2:18]2)=[O:16])=[CH:10][CH:9]=1)=[O:7].Cl, predict the reaction product. The product is: [CH3:1][C:2]([CH3:32])([CH3:31])[CH2:3][CH2:4][NH:5][C:6]([C:8]1[CH:9]=[CH:10][C:11]([O:14][C:15]([N:17]2[CH2:22][CH2:21][CH:20]([OH:23])[CH2:19][CH2:18]2)=[O:16])=[CH:12][CH:13]=1)=[O:7].